This data is from Retrosynthesis with 50K atom-mapped reactions and 10 reaction types from USPTO. The task is: Predict the reactants needed to synthesize the given product. (1) Given the product CC(C)(C)OC(=O)N1CC=C(c2cccc(O)c2)CC1, predict the reactants needed to synthesize it. The reactants are: CC(C)(C)OC(=O)N1CC=C(OS(=O)(=O)C(F)(F)F)CC1.CC1(C)OB(c2cccc(O)c2)OC1(C)C. (2) Given the product N#CCN1C(=O)COc2nc(Br)c(-c3ccccc3)cc21, predict the reactants needed to synthesize it. The reactants are: N#CCBr.O=C1COc2nc(Br)c(-c3ccccc3)cc2N1. (3) Given the product CCc1c(C(=O)O)ccn(C2CCN(Cc3cc(C4CC4)c(C4CC4)c(F)c3OC(C)C)CC2)c1=O, predict the reactants needed to synthesize it. The reactants are: CCc1c(C(=O)OC)ccn(C2CCN(Cc3cc(C4CC4)c(C4CC4)c(F)c3OC(C)C)CC2)c1=O. (4) Given the product CC(C)(C)OC(=O)NC(CNC(=O)Cn1nc(-c2ccc(Cl)cc2)n(C2CC2)c1=O)c1ccccc1C(F)(F)F, predict the reactants needed to synthesize it. The reactants are: CC(C)(C)OC(=O)NC(CN)c1ccccc1C(F)(F)F.O=C(O)Cn1nc(-c2ccc(Cl)cc2)n(C2CC2)c1=O. (5) Given the product CCc1cc2c(c(Cl)c1OC)OC(C(F)(F)F)C(C(=O)O)=C2, predict the reactants needed to synthesize it. The reactants are: CCc1cc2c(c(Cl)c1OC)OC(C(F)(F)F)C(C(=O)OC)=C2. (6) Given the product CN1CCN(C2CCCc3ccc(C4CCCN(C(=O)c5ccc(C(=O)N6CCOCC6)cc5)C4)cc32)CC1, predict the reactants needed to synthesize it. The reactants are: C1COCCN1.COC(=O)c1ccc(C(=O)N2CCCC(c3ccc4c(c3)C(N3CCN(C)CC3)CCC4)C2)cc1.